Dataset: Forward reaction prediction with 1.9M reactions from USPTO patents (1976-2016). Task: Predict the product of the given reaction. (1) Given the reactants [N:1]([CH2:4][C:5]1[CH:10]=[CH:9][CH:8]=[CH:7][CH:6]=1)=[N+:2]=[N-:3].[C:11]([OH:19])(=[O:18])[CH2:12][CH2:13][CH2:14][CH2:15][C:16]#[CH:17].O=C1O[C@H]([C@H](CO)O)C([O-])=C1O.[Na+].Cl.[Na+].[Cl-], predict the reaction product. The product is: [CH2:4]([N:1]1[CH:17]=[C:16]([CH2:15][CH2:14][CH2:13][CH2:12][C:11]([OH:19])=[O:18])[N:3]=[N:2]1)[C:5]1[CH:10]=[CH:9][CH:8]=[CH:7][CH:6]=1. (2) Given the reactants [F:1][C:2]([F:36])([F:35])[C:3]1[CH:4]=[C:5]([C:13]([CH3:34])([CH3:33])[C:14]([N:16]([C:18]2[CH:19]=[N:20][C:21](Cl)=[CH:22][C:23]=2[C:24]2[CH:29]=[CH:28][C:27]([F:30])=[CH:26][C:25]=2[CH3:31])[CH3:17])=[O:15])[CH:6]=[C:7]([C:9]([F:12])([F:11])[F:10])[CH:8]=1.[CH2:37]1[NH:42][C:41](=[O:43])[CH2:40][N:39]2[CH2:44][CH2:45][CH2:46][C@@H:38]12.CN(C)CN.C(=O)([O-])[O-].[Cs+].[Cs+], predict the reaction product. The product is: [F:1][C:2]([F:36])([F:35])[C:3]1[CH:4]=[C:5]([C:13]([CH3:34])([CH3:33])[C:14]([N:16]([C:18]2[CH:19]=[N:20][C:21]([N:42]3[C:41](=[O:43])[CH2:40][N:39]4[CH2:44][CH2:45][CH2:46][C@H:38]4[CH2:37]3)=[CH:22][C:23]=2[C:24]2[CH:29]=[CH:28][C:27]([F:30])=[CH:26][C:25]=2[CH3:31])[CH3:17])=[O:15])[CH:6]=[C:7]([C:9]([F:12])([F:11])[F:10])[CH:8]=1. (3) Given the reactants [O:1]([C:8]1[CH:15]=[CH:14][C:11]([CH:12]=O)=[CH:10][CH:9]=1)[C:2]1[CH:7]=[CH:6][CH:5]=[CH:4][CH:3]=1.[C:16]12([NH2:26])[CH2:25][CH:20]3[CH2:21][CH:22]([CH2:24][CH:18]([CH2:19]3)[CH2:17]1)[CH2:23]2, predict the reaction product. The product is: [C:16]12([NH:26][CH2:12][C:11]3[CH:14]=[CH:15][C:8]([O:1][C:2]4[CH:7]=[CH:6][CH:5]=[CH:4][CH:3]=4)=[CH:9][CH:10]=3)[CH2:23][CH:22]3[CH2:21][CH:20]([CH2:19][CH:18]([CH2:24]3)[CH2:17]1)[CH2:25]2. (4) Given the reactants [CH3:1][C:2]1[CH:7]=[CH:6][CH:5]=[C:4]([CH3:8])[C:3]=1[CH2:9][S:10]([C:13]1[CH:14]=[C:15]2[C:19](=[CH:20][CH:21]=1)[NH:18][C:17](=[O:22])/[C:16]/2=[CH:23]\[C:24]1[NH:28][C:27]([CH3:29])=[C:26]([C:30]([OH:32])=O)[C:25]=1[CH3:33])(=[O:12])=[O:11].[CH3:34][C@@H:35]1[CH2:40][NH:39][CH2:38][C@H:37]([CH3:41])[NH:36]1.C1C=CC2N(O)N=NC=2C=1.CCN=C=NCCCN(C)C.Cl, predict the reaction product. The product is: [CH3:8][C:4]1[CH:5]=[CH:6][CH:7]=[C:2]([CH3:1])[C:3]=1[CH2:9][S:10]([C:13]1[CH:14]=[C:15]2[C:19](=[CH:20][CH:21]=1)[NH:18][C:17](=[O:22])/[C:16]/2=[CH:23]\[C:24]1[NH:28][C:27]([CH3:29])=[C:26]([C:30]([N:39]2[CH2:38][C@H:37]([CH3:41])[NH:36][C@H:35]([CH3:34])[CH2:40]2)=[O:32])[C:25]=1[CH3:33])(=[O:11])=[O:12]. (5) Given the reactants [NH2:1][CH:2]([C:4]1[C:5]([O:23][CH3:24])=[C:6]([CH:12]2[CH2:15][N:14]([C:16]([O:18][C:19]([CH3:22])([CH3:21])[CH3:20])=[O:17])[CH2:13]2)[C:7]([CH3:11])=[C:8]([Cl:10])[CH:9]=1)[CH3:3].Br[C:26]1[N:34]=[CH:33][N:32]=[C:31]2[C:27]=1[N:28]=[CH:29][N:30]2[CH:35]1[CH2:40][CH2:39][CH2:38][CH2:37][O:36]1.CCN(C(C)C)C(C)C, predict the reaction product. The product is: [Cl:10][C:8]1[C:7]([CH3:11])=[C:6]([CH:12]2[CH2:15][N:14]([C:16]([O:18][C:19]([CH3:20])([CH3:22])[CH3:21])=[O:17])[CH2:13]2)[C:5]([O:23][CH3:24])=[C:4]([CH:2]([NH:1][C:26]2[N:34]=[CH:33][N:32]=[C:31]3[C:27]=2[N:28]=[CH:29][N:30]3[CH:35]2[CH2:40][CH2:39][CH2:38][CH2:37][O:36]2)[CH3:3])[CH:9]=1. (6) Given the reactants [C:1]([C:5]1[CH:6]=[C:7]([NH:11][C:12](=[O:20])[C:13]2[CH:18]=[CH:17][C:16](Cl)=[N:15][CH:14]=2)[CH:8]=[CH:9][CH:10]=1)([CH3:4])([CH3:3])[CH3:2].[CH2:21]([O:23][C:24](=[O:37])[C:25]1[CH:30]=[CH:29][C:28]([N:31]2[CH2:36][CH2:35][NH:34][CH2:33][CH2:32]2)=[CH:27][CH:26]=1)[CH3:22].C(OC(=O)C1C=CC(N2CCN(C3C=CC(C(=O)NC4C=CC(C)=C(I)C=4)=CN=3)CC2)=CC=1)C, predict the reaction product. The product is: [CH2:21]([O:23][C:24](=[O:37])[C:25]1[CH:26]=[CH:27][C:28]([N:31]2[CH2:32][CH2:33][N:34]([C:16]3[CH:17]=[CH:18][C:13]([C:12](=[O:20])[NH:11][C:7]4[CH:8]=[CH:9][CH:10]=[C:5]([C:1]([CH3:4])([CH3:3])[CH3:2])[CH:6]=4)=[CH:14][N:15]=3)[CH2:35][CH2:36]2)=[CH:29][CH:30]=1)[CH3:22]. (7) Given the reactants [Br:1][C:2]1[CH:3]=[N:4][CH:5]=[C:6]([CH:13]=1)[C:7](N(OC)C)=[O:8].[CH3:14][Mg+].[Br-], predict the reaction product. The product is: [Br:1][C:2]1[CH:13]=[C:6]([C:7](=[O:8])[CH3:14])[CH:5]=[N:4][CH:3]=1.